From a dataset of Reaction yield outcomes from USPTO patents with 853,638 reactions. Predict the reaction yield, written as a fraction of the theoretical maximum amount of product (1.0 means a 100% yield; for example, 0.34 means a 34% yield). (1) The reactants are [CH3:1][N:2]1[CH:6]=[CH:5][C:4]([NH2:7])=[N:3]1.Br[C:9]1[C:10](=[O:17])[N:11]([CH3:16])[CH:12]=[C:13]([Br:15])[CH:14]=1.C(=O)([O-])[O-].[Cs+].[Cs+].CC1(C)C2C(=C(P(C3C=CC=CC=3)C3C=CC=CC=3)C=CC=2)OC2C(P(C3C=CC=CC=3)C3C=CC=CC=3)=CC=CC1=2. The catalyst is C1C=CC(/C=C/C(/C=C/C2C=CC=CC=2)=O)=CC=1.C1C=CC(/C=C/C(/C=C/C2C=CC=CC=2)=O)=CC=1.C1C=CC(/C=C/C(/C=C/C2C=CC=CC=2)=O)=CC=1.[Pd].[Pd].O1CCOCC1. The product is [Br:15][C:13]1[CH:14]=[C:9]([NH:7][C:4]2[CH:5]=[CH:6][N:2]([CH3:1])[N:3]=2)[C:10](=[O:17])[N:11]([CH3:16])[CH:12]=1. The yield is 0.320. (2) The yield is 0.0980. The reactants are [Cl-].O[NH3+:3].[C:4](=[O:7])([O-])[OH:5].[Na+].CS(C)=O.[Si]([O:20][C:21]1[CH:61]=[CH:60][C:24]([O:25][C@@H:26]2[CH2:31][CH2:30][C@H:29]([N:32]3[C:37](=[O:38])[C:36]([CH2:39][C:40]4[CH:45]=[CH:44][C:43]([C:46]5[C:47]([C:52]#[N:53])=[CH:48][CH:49]=[CH:50][CH:51]=5)=[CH:42][CH:41]=4)=[C:35]([CH2:54][CH2:55][CH3:56])[N:34]4[N:57]=[CH:58][N:59]=[C:33]34)[CH2:28][CH2:27]2)=[CH:23][CH:22]=1)(C(C)(C)C)(C)C. The product is [OH:20][C:21]1[CH:22]=[CH:23][C:24]([O:25][C@@H:26]2[CH2:27][CH2:28][C@H:29]([N:32]3[C:37](=[O:38])[C:36]([CH2:39][C:40]4[CH:41]=[CH:42][C:43]([C:46]5[CH:51]=[CH:50][CH:49]=[CH:48][C:47]=5[C:52]5[NH:53][C:4](=[O:7])[O:5][N:3]=5)=[CH:44][CH:45]=4)=[C:35]([CH2:54][CH2:55][CH3:56])[N:34]4[N:57]=[CH:58][N:59]=[C:33]34)[CH2:30][CH2:31]2)=[CH:60][CH:61]=1. The catalyst is O.C(OCC)(=O)C. (3) The reactants are [NH2:1][C:2]1[N:7]=[C:6]([NH:8][C:9]2[C:10](=[O:17])[N:11]([CH3:16])[CH:12]=[C:13](Br)[CH:14]=2)[CH:5]=[CH:4][CH:3]=1.[C:18]([O:21][CH2:22][C:23]1[C:24]([N:32]2[CH2:43][CH2:42][N:41]3[C:34](=[CH:35][C:36]4[CH2:37][C:38]([CH3:45])([CH3:44])[CH2:39][C:40]=43)[C:33]2=[O:46])=[N:25][CH:26]=[CH:27][C:28]=1B(O)O)(=[O:20])[CH3:19].C([O-])(=O)C.[K+].[O-]P([O-])([O-])=O.[K+].[K+].[K+]. The catalyst is O.C1C=CC(P(C2C=CC=CC=2)[C-]2C=CC=C2)=CC=1.C1C=CC(P(C2C=CC=CC=2)[C-]2C=CC=C2)=CC=1.Cl[Pd]Cl.[Fe+2].C(#N)C. The product is [C:18]([O:21][CH2:22][C:23]1[C:24]([N:32]2[CH2:43][CH2:42][N:41]3[C:34](=[CH:35][C:36]4[CH2:37][C:38]([CH3:45])([CH3:44])[CH2:39][C:40]=43)[C:33]2=[O:46])=[N:25][CH:26]=[CH:27][C:28]=1[C:13]1[CH:14]=[C:9]([NH:8][C:6]2[CH:5]=[CH:4][CH:3]=[C:2]([NH2:1])[N:7]=2)[C:10](=[O:17])[N:11]([CH3:16])[CH:12]=1)(=[O:20])[CH3:19]. The yield is 0.310. (4) The reactants are [N:1]12[CH2:8][CH2:7][CH:4]([CH2:5][CH2:6]1)[CH:3]([CH2:9][C:10]([OH:12])=O)[CH2:2]2.[CH3:13][O:14][C:15]1[CH:16]=[C:17]([C:21]([NH2:24])([CH3:23])[CH3:22])[CH:18]=[CH:19][CH:20]=1. No catalyst specified. The product is [CH3:13][O:14][C:15]1[CH:16]=[C:17]([C:21]([NH:24][C:10](=[O:12])[CH2:9][CH:3]2[CH:4]3[CH2:5][CH2:6][N:1]([CH2:8][CH2:7]3)[CH2:2]2)([CH3:22])[CH3:23])[CH:18]=[CH:19][CH:20]=1. The yield is 0.400.